This data is from Catalyst prediction with 721,799 reactions and 888 catalyst types from USPTO. The task is: Predict which catalyst facilitates the given reaction. (1) Product: [Br:1][C:2]1[CH:7]=[CH:6][C:5]([CH:8]2[O:21][CH2:19][CH2:18][N:10]([C:11]([O:12][C:13]([CH3:16])([CH3:15])[CH3:14])=[O:17])[CH2:9]2)=[CH:4][C:3]=1[Cl:22]. The catalyst class is: 1. Reactant: [Br:1][C:2]1[CH:7]=[CH:6][C:5]([CH:8]([OH:21])[CH2:9][N:10]([CH2:18][CH2:19]O)[C:11](=[O:17])[O:12][C:13]([CH3:16])([CH3:15])[CH3:14])=[CH:4][C:3]=1[Cl:22].C(N(CC)CC)C.CS(Cl)(=O)=O. (2) Reactant: Cl[C:2]1[N:3]([CH2:10][C@:11]([OH:36])([CH3:35])[CH2:12][N:13]2[CH2:18][CH2:17][N:16]([C:19]([O:21][CH2:22][CH:23]=[CH:24][C:25]3[CH:30]=[CH:29][C:28]([C:31]([F:34])([F:33])[F:32])=[CH:27][CH:26]=3)=[O:20])[CH2:15][CH2:14]2)[CH:4]=[C:5]([N+:7]([O-:9])=[O:8])[N:6]=1.[H-].[Na+].C(OCC)(=O)C.O. Product: [CH3:35][C@@:11]1([CH2:12][N:13]2[CH2:18][CH2:17][N:16]([C:19]([O:21][CH2:22][CH:23]=[CH:24][C:25]3[CH:30]=[CH:29][C:28]([C:31]([F:34])([F:33])[F:32])=[CH:27][CH:26]=3)=[O:20])[CH2:15][CH2:14]2)[O:36][C:2]2=[N:6][C:5]([N+:7]([O-:9])=[O:8])=[CH:4][N:3]2[CH2:10]1. The catalyst class is: 3. (3) Reactant: [F-].[Cs+].[F:3][C:4]([F:9])([F:8])[CH2:5][NH:6][CH3:7].Br[C:11]1[N:28]([CH2:29][C@H:30]2[CH2:35][CH2:34][C@H:33]([CH3:36])[CH2:32][CH2:31]2)[C:14]2[C:15]([C:21]3[CH:22]=[N:23][CH:24]=[C:25]([Cl:27])[CH:26]=3)=[N:16][C:17]([C:19]#[N:20])=[CH:18][C:13]=2[N:12]=1. Product: [Cl:27][C:25]1[CH:26]=[C:21]([C:15]2[C:14]3[N:28]([CH2:29][C@H:30]4[CH2:35][CH2:34][C@H:33]([CH3:36])[CH2:32][CH2:31]4)[C:11]([N:6]([CH3:7])[CH2:5][C:4]([F:9])([F:8])[F:3])=[N:12][C:13]=3[CH:18]=[C:17]([C:19]#[N:20])[N:16]=2)[CH:22]=[N:23][CH:24]=1. The catalyst class is: 58.